Task: Predict the product of the given reaction.. Dataset: Forward reaction prediction with 1.9M reactions from USPTO patents (1976-2016) (1) Given the reactants [Br:1][C:2]1[CH:18]=[CH:17][C:5]([C:6]([C@H:8]2[CH2:13][CH2:12][CH2:11][C@H:10]([C:14]([OH:16])=[O:15])[CH2:9]2)=[O:7])=[CH:4][CH:3]=1.[CH3:19]OC(OC)(C)C, predict the reaction product. The product is: [CH3:19][O:15][C:14]([CH:10]1[CH2:11][CH2:12][CH2:13][CH:8]([C:6](=[O:7])[C:5]2[CH:4]=[CH:3][C:2]([Br:1])=[CH:18][CH:17]=2)[CH2:9]1)=[O:16]. (2) Given the reactants C([O-])(=[O:3])C.[Tl+].Br[C:7]1[CH:8]=[CH:9][C:10]([CH2:13][O:14][CH2:15][CH2:16][O:17][Si:18]([C:21]([CH3:24])([CH3:23])[CH3:22])([CH3:20])[CH3:19])=[N:11][CH:12]=1.[O:25]1[CH2:29][CH2:28][CH2:27][CH2:26]1, predict the reaction product. The product is: [Si:18]([O:17][CH2:16][CH2:15][O:14][CH2:13][C:10]1[N:11]=[CH:12][C:7]([CH:27]([CH3:28])[C:26]([O:25][CH3:29])=[O:3])=[CH:8][CH:9]=1)([C:21]([CH3:24])([CH3:23])[CH3:22])([CH3:20])[CH3:19].